Dataset: CYP2C9 inhibition data for predicting drug metabolism from PubChem BioAssay. Task: Regression/Classification. Given a drug SMILES string, predict its absorption, distribution, metabolism, or excretion properties. Task type varies by dataset: regression for continuous measurements (e.g., permeability, clearance, half-life) or binary classification for categorical outcomes (e.g., BBB penetration, CYP inhibition). Dataset: cyp2c9_veith. The compound is CC(C)=C[C@H]1[C@@H](C(=O)Oc2ccccc2C(C)C)C1(C)C. The result is 0 (non-inhibitor).